Regression. Given a peptide amino acid sequence and an MHC pseudo amino acid sequence, predict their binding affinity value. This is MHC class II binding data. From a dataset of Peptide-MHC class II binding affinity with 134,281 pairs from IEDB. (1) The peptide sequence is QRGVGVAQGGVFHTM. The MHC is HLA-DQA10201-DQB10301 with pseudo-sequence HLA-DQA10201-DQB10301. The binding affinity (normalized) is 0.642. (2) The MHC is DRB1_0405 with pseudo-sequence DRB1_0405. The peptide sequence is NLMGKTLILLETFVR. The binding affinity (normalized) is 0.583. (3) The peptide sequence is IFSQNMNIKLQMPLY. The MHC is DRB1_1501 with pseudo-sequence DRB1_1501. The binding affinity (normalized) is 0.401.